From a dataset of Catalyst prediction with 721,799 reactions and 888 catalyst types from USPTO. Predict which catalyst facilitates the given reaction. (1) Reactant: [CH3:1][O:2][C:3]1[CH:4]=[C:5]2[C:10](=[CH:11][C:12]=1[O:13][CH3:14])[N:9]=[CH:8][N:7]=[C:6]2[N:15]1[CH2:20][CH2:19][N:18]([C:21]2[N:26]=[CH:25][C:24]([OH:27])=[CH:23][N:22]=2)[CH2:17][CH2:16]1.Br[CH2:29][C:30]1[CH:35]=[CH:34][C:33]([C:36]([F:39])([F:38])[F:37])=[CH:32][CH:31]=1.C(=O)([O-])[O-].[K+].[K+]. Product: [CH3:1][O:2][C:3]1[CH:4]=[C:5]2[C:10](=[CH:11][C:12]=1[O:13][CH3:14])[N:9]=[CH:8][N:7]=[C:6]2[N:15]1[CH2:16][CH2:17][N:18]([C:21]2[N:26]=[CH:25][C:24]([O:27][CH2:29][C:30]3[CH:31]=[CH:32][C:33]([C:36]([F:37])([F:38])[F:39])=[CH:34][CH:35]=3)=[CH:23][N:22]=2)[CH2:19][CH2:20]1. The catalyst class is: 35. (2) Product: [C:31]([CH2:32][O:27][CH2:19][CH2:18][NH:5][C:6]1[CH:16]=[CH:15][C:9]([C:10]([OH:12])=[O:11])=[CH:8][C:7]=1[F:17])([OH:30])=[O:21]. The catalyst class is: 6. Reactant: ClCCO[N:5]([C:18](=O)[CH3:19])[C:6]1[CH:16]=[CH:15][C:9]([C:10]([O:12]CC)=[O:11])=[CH:8][C:7]=1[F:17].[OH-:21].[K+].Cl.ClCCl.[O:27]1[CH2:32][CH2:31][O:30]CC1.